Dataset: HIV replication inhibition screening data with 41,000+ compounds from the AIDS Antiviral Screen. Task: Binary Classification. Given a drug SMILES string, predict its activity (active/inactive) in a high-throughput screening assay against a specified biological target. (1) The molecule is COc1c(Cl)cc(S(=O)O)cc1Cl.[NaH]. The result is 0 (inactive). (2) The compound is COC(=O)c1cc(CNCCc2c[nH]c3ccccc23)on1. The result is 0 (inactive). (3) The compound is CCN(CC)C1=[S+][Co-4]23(N=c4ccc(N(CCCl)CCCl)cc4=N2)([S+]=C(N(CC)CC)[SH+]3)[SH+]1.[O-][Cl+3]([O-])([O-])[O-]. The result is 0 (inactive). (4) The molecule is O=[n+]1onc2c3nn(-c4ccccc4)nc3cc[c-]21. The result is 0 (inactive).